This data is from NCI-60 drug combinations with 297,098 pairs across 59 cell lines. The task is: Regression. Given two drug SMILES strings and cell line genomic features, predict the synergy score measuring deviation from expected non-interaction effect. (1) Drug 1: CC1OCC2C(O1)C(C(C(O2)OC3C4COC(=O)C4C(C5=CC6=C(C=C35)OCO6)C7=CC(=C(C(=C7)OC)O)OC)O)O. Drug 2: CC1CCCC2(C(O2)CC(NC(=O)CC(C(C(=O)C(C1O)C)(C)C)O)C(=CC3=CSC(=N3)C)C)C. Cell line: A549. Synergy scores: CSS=39.5, Synergy_ZIP=0.982, Synergy_Bliss=2.59, Synergy_Loewe=3.58, Synergy_HSA=3.70. (2) Drug 1: CN1C(=O)N2C=NC(=C2N=N1)C(=O)N. Drug 2: CC1CCCC2(C(O2)CC(NC(=O)CC(C(C(=O)C(C1O)C)(C)C)O)C(=CC3=CSC(=N3)C)C)C. Cell line: HCT-15. Synergy scores: CSS=12.2, Synergy_ZIP=5.80, Synergy_Bliss=2.83, Synergy_Loewe=-41.9, Synergy_HSA=-6.60. (3) Drug 1: CCCCC(=O)OCC(=O)C1(CC(C2=C(C1)C(=C3C(=C2O)C(=O)C4=C(C3=O)C=CC=C4OC)O)OC5CC(C(C(O5)C)O)NC(=O)C(F)(F)F)O. Drug 2: CC1C(C(CC(O1)OC2CC(CC3=C2C(=C4C(=C3O)C(=O)C5=CC=CC=C5C4=O)O)(C(=O)C)O)N)O. Cell line: PC-3. Synergy scores: CSS=52.7, Synergy_ZIP=1.73, Synergy_Bliss=3.09, Synergy_Loewe=-3.13, Synergy_HSA=5.27. (4) Drug 1: CN(C)N=NC1=C(NC=N1)C(=O)N. Drug 2: CCN(CC)CCNC(=O)C1=C(NC(=C1C)C=C2C3=C(C=CC(=C3)F)NC2=O)C. Cell line: DU-145. Synergy scores: CSS=3.64, Synergy_ZIP=0.323, Synergy_Bliss=4.44, Synergy_Loewe=0.618, Synergy_HSA=1.32.